Dataset: Merck oncology drug combination screen with 23,052 pairs across 39 cell lines. Task: Regression. Given two drug SMILES strings and cell line genomic features, predict the synergy score measuring deviation from expected non-interaction effect. (1) Cell line: OV90. Synergy scores: synergy=1.78. Drug 2: Cc1nc(Nc2ncc(C(=O)Nc3c(C)cccc3Cl)s2)cc(N2CCN(CCO)CC2)n1. Drug 1: COc1cc(C2c3cc4c(cc3C(OC3OC5COC(C)OC5C(O)C3O)C3COC(=O)C23)OCO4)cc(OC)c1O. (2) Drug 1: CN(C)C(=N)N=C(N)N. Drug 2: COC1=C2CC(C)CC(OC)C(O)C(C)C=C(C)C(OC(N)=O)C(OC)C=CC=C(C)C(=O)NC(=CC1=O)C2=O. Cell line: NCIH520. Synergy scores: synergy=-4.36. (3) Drug 1: COC12C(COC(N)=O)C3=C(C(=O)C(C)=C(N)C3=O)N1CC1NC12. Drug 2: O=C(CCCCCCC(=O)Nc1ccccc1)NO. Cell line: UWB1289BRCA1. Synergy scores: synergy=15.8. (4) Drug 1: CN(C)C(=N)N=C(N)N. Drug 2: CS(=O)(=O)CCNCc1ccc(-c2ccc3ncnc(Nc4ccc(OCc5cccc(F)c5)c(Cl)c4)c3c2)o1. Cell line: HT29. Synergy scores: synergy=0.487. (5) Drug 1: N#Cc1ccc(Cn2cncc2CN2CCN(c3cccc(Cl)c3)C(=O)C2)cc1. Drug 2: NC1CCCCC1N.O=C(O)C(=O)O.[Pt+2]. Cell line: NCIH520. Synergy scores: synergy=4.15. (6) Drug 1: O=C(O)C1(Cc2cccc(Nc3nccs3)n2)CCC(Oc2cccc(Cl)c2F)CC1. Drug 2: NC1(c2ccc(-c3nc4ccn5c(=O)[nH]nc5c4cc3-c3ccccc3)cc2)CCC1. Cell line: NCIH23. Synergy scores: synergy=13.7.